This data is from Reaction yield outcomes from USPTO patents with 853,638 reactions. The task is: Predict the reaction yield, written as a fraction of the theoretical maximum amount of product (1.0 means a 100% yield; for example, 0.34 means a 34% yield). The reactants are [CH3:1][O:2][CH:3]([O:7][CH3:8])[C:4](=[O:6])[CH3:5].[C:9](OCC)(=[O:15])[C:10]([O:12][CH2:13][CH3:14])=[O:11].[O-]CC.[Na+]. The catalyst is C(O)C. The product is [CH3:1][O:2][CH:3]([O:7][CH3:8])[C:4](=[O:6])[CH2:5][C:9](=[O:15])[C:10]([O:12][CH2:13][CH3:14])=[O:11]. The yield is 0.810.